Task: Predict the reactants needed to synthesize the given product.. Dataset: Full USPTO retrosynthesis dataset with 1.9M reactions from patents (1976-2016) (1) Given the product [Cl:14][C:15]1[CH:20]=[CH:19][C:18]([NH:21][C:22](=[O:29])[CH2:23][CH2:24][CH2:25][C:26]([NH:11][C:10]2[CH:12]=[C:6]([C:3]3[CH:4]=[CH:5][O:1][CH:2]=3)[CH:7]=[CH:8][C:9]=2[CH3:13])=[O:27])=[C:17]([CH:16]=1)[C:30]([OH:32])=[O:31], predict the reactants needed to synthesize it. The reactants are: [O:1]1[CH:5]=[CH:4][C:3]([C:6]2[CH:7]=[CH:8][C:9]([CH3:13])=[C:10]([CH:12]=2)[NH2:11])=[CH:2]1.[Cl:14][C:15]1[CH:20]=[CH:19][C:18]([NH:21][C:22](=[O:29])[CH2:23][CH2:24][CH2:25][C:26](O)=[O:27])=[C:17]([C:30]([O:32]C)=[O:31])[CH:16]=1. (2) The reactants are: [CH2:1]([O:3][C:4]1[C:8]([CH2:9][CH2:10][C:11]([O:13][CH2:14][CH3:15])=[O:12])=[CH:7][NH:6][N:5]=1)[CH3:2].[H-].[Na+].CS(O[CH2:23][CH2:24][CH2:25][CH2:26][C:27]1[C:28]([O:39][CH2:40][CH3:41])=[N:29][N:30](CC2C=CC=CC=2)[CH:31]=1)(=O)=O.Cl. Given the product [CH2:1]([O:3][C:4]1[C:8]([CH2:9][CH2:10][C:11]([O:13][CH2:14][CH3:15])=[O:12])=[CH:7][N:6]([CH2:23][CH2:24][CH2:25][CH2:26][C:27]2[C:28]([O:39][CH2:40][CH3:41])=[N:29][NH:30][CH:31]=2)[N:5]=1)[CH3:2], predict the reactants needed to synthesize it. (3) Given the product [Br:1][C:2]1[N:7]=[C:6]([CH:8]([N:9]2[CH2:10][CH2:11][O:12][CH2:13][CH2:14]2)[CH:23]([OH:27])[CH:24]([CH3:26])[CH3:25])[CH:5]=[CH:4][CH:3]=1, predict the reactants needed to synthesize it. The reactants are: [Br:1][C:2]1[N:7]=[C:6]([CH2:8][N:9]2[CH2:14][CH2:13][O:12][CH2:11][CH2:10]2)[CH:5]=[CH:4][CH:3]=1.[Li+].CC([N-]C(C)C)C.[CH:23](=[O:27])[CH:24]([CH3:26])[CH3:25]. (4) Given the product [O:10]1[C:11]2[C:16](=[CH:15][CH:14]=[CH:13][CH:12]=2)[CH:7]([CH2:6][CH2:21][C:20]#[N:18])[CH2:8][CH2:9]1, predict the reactants needed to synthesize it. The reactants are: CS(O[CH2:6][CH:7]1[C:16]2[C:11](=[CH:12][CH:13]=[CH:14][CH:15]=2)[O:10][CH2:9][CH2:8]1)(=O)=O.[C-]#[N:18].[K+].[CH2:20](O)[CH3:21].